This data is from Full USPTO retrosynthesis dataset with 1.9M reactions from patents (1976-2016). The task is: Predict the reactants needed to synthesize the given product. (1) The reactants are: F[B-](F)(F)F.C[O+](C)C.[F:10][C:11]([F:52])([F:51])[C:12]1[CH:13]=[C:14]([C@H:22]([N:24]([CH3:50])[C:25]([N:27]2[CH2:41][CH2:40][C@@:30]3([NH:34][C:33](=O)[CH2:32][CH:31]3[C:36]([O:38][CH3:39])=[O:37])[CH2:29][C@@H:28]2[C:42]2[CH:47]=[CH:46][C:45]([F:48])=[CH:44][C:43]=2[CH3:49])=[O:26])[CH3:23])[CH:15]=[C:16]([C:18]([F:21])([F:20])[F:19])[CH:17]=1.C([BH3-])#N.[Na+].Cl.C([O-])(O)=O.[Na+]. Given the product [F:52][C:11]([F:10])([F:51])[C:12]1[CH:13]=[C:14]([C@H:22]([N:24]([CH3:50])[C:25]([N:27]2[CH2:41][CH2:40][C@@:30]3([NH:34][CH2:33][CH2:32][CH:31]3[C:36]([O:38][CH3:39])=[O:37])[CH2:29][C@@H:28]2[C:42]2[CH:47]=[CH:46][C:45]([F:48])=[CH:44][C:43]=2[CH3:49])=[O:26])[CH3:23])[CH:15]=[C:16]([C:18]([F:19])([F:20])[F:21])[CH:17]=1, predict the reactants needed to synthesize it. (2) Given the product [CH:1]1[C:13]2[C:12](=[CH:14][C:15]([NH:17][CH2:18][C:19]([NH:40][C:39]3[CH:38]=[CH:37][CH:36]=[CH:35][C:43]=3[NH2:42])=[O:21])=[O:16])[C:11]3[C:6](=[CH:7][CH:8]=[CH:9][CH:10]=3)[C:5]=2[CH:4]=[CH:3][CH:2]=1, predict the reactants needed to synthesize it. The reactants are: [CH:1]1[C:13]2[C:12](=[CH:14][C:15]([NH:17][CH2:18][C:19]([OH:21])=O)=[O:16])[C:11]3[C:6](=[CH:7][CH:8]=[CH:9][CH:10]=3)[C:5]=2[CH:4]=[CH:3][CH:2]=1.Cl.C(N=C=NCCCN(C)C)C.O[C:35]1[C:43]2[N:42]=N[NH:40][C:39]=2[CH:38]=[CH:37][CH:36]=1.C(N(CC)CC)C.C1(N)C=CC=CC=1N.